Dataset: NCI-60 drug combinations with 297,098 pairs across 59 cell lines. Task: Regression. Given two drug SMILES strings and cell line genomic features, predict the synergy score measuring deviation from expected non-interaction effect. Drug 1: C1CCC(CC1)NC(=O)N(CCCl)N=O. Drug 2: C1CC(=O)NC(=O)C1N2C(=O)C3=CC=CC=C3C2=O. Cell line: EKVX. Synergy scores: CSS=21.0, Synergy_ZIP=16.6, Synergy_Bliss=18.4, Synergy_Loewe=12.9, Synergy_HSA=16.5.